Dataset: Catalyst prediction with 721,799 reactions and 888 catalyst types from USPTO. Task: Predict which catalyst facilitates the given reaction. (1) Reactant: Br[C:2]1[CH:11]=[C:10]2[C:5]([CH:6]=[C:7]([CH3:30])[C:8]([CH:19]([O:25][C:26]([CH3:29])([CH3:28])[CH3:27])[C:20]([O:22]CC)=[O:21])=[C:9]2[C:12]2[CH:17]=[CH:16][C:15]([Cl:18])=[CH:14][CH:13]=2)=[CH:4][CH:3]=1.[CH2:31]([C:33]([OH:38])([CH2:36][CH3:37])[C:34]#[CH:35])[CH3:32]. Product: [C:26]([O:25][CH:19]([C:8]1[C:7]([CH3:30])=[CH:6][C:5]2[C:10](=[CH:11][C:2]([C:32]#[C:31][C:33]([CH2:36][CH3:37])([OH:38])[CH2:34][CH3:35])=[CH:3][CH:4]=2)[C:9]=1[C:12]1[CH:17]=[CH:16][C:15]([Cl:18])=[CH:14][CH:13]=1)[C:20]([OH:22])=[O:21])([CH3:28])([CH3:29])[CH3:27]. The catalyst class is: 144. (2) Reactant: [CH:1]1([CH2:4][NH:5][C:6](=[O:31])[NH:7][C:8]2[CH:30]=[CH:29][C:11]([C:12]([N:14]3[CH2:19][CH2:18][N:17]([CH2:20][C:21]4[S:25][C:24]([C:26]([OH:28])=O)=[CH:23][CH:22]=4)[CH2:16][CH2:15]3)=[O:13])=[CH:10][CH:9]=2)[CH2:3][CH2:2]1.C(N(CC)C(C)C)(C)C.[C:41]([NH2:46])([CH2:44][CH3:45])([CH3:43])[CH3:42].CCCP1(OP(CCC)(=O)OP(CCC)(=O)O1)=O. Product: [CH:1]1([CH2:4][NH:5][C:6](=[O:31])[NH:7][C:8]2[CH:9]=[CH:10][C:11]([C:12]([N:14]3[CH2:15][CH2:16][N:17]([CH2:20][C:21]4[S:25][C:24]([C:26]([NH:46][C:41]([CH2:44][CH3:45])([CH3:43])[CH3:42])=[O:28])=[CH:23][CH:22]=4)[CH2:18][CH2:19]3)=[O:13])=[CH:29][CH:30]=2)[CH2:3][CH2:2]1. The catalyst class is: 4. (3) Reactant: C([C@:3]1([C:16]([O-])=[O:17])[CH2:8][CH2:7][CH2:6][N:5]([C:9]([O:11][C:12]([CH3:15])([CH3:14])[CH3:13])=[O:10])[CH2:4]1)C.[H-].[H-].[H-].[H-].[Li+].[Al+3].O.[OH-].[Na+]. Product: [OH:17][CH2:16][C@H:3]1[CH2:8][CH2:7][CH2:6][N:5]([C:9]([O:11][C:12]([CH3:15])([CH3:14])[CH3:13])=[O:10])[CH2:4]1. The catalyst class is: 1. (4) Reactant: C([O:5][C:6]([C:8]1[CH:30]=[CH:29][C:11]([O:12][C:13]2[CH:22]=[C:21]3[C:16]([CH:17]([C:23]([O:25][CH2:26][CH3:27])=[O:24])[CH2:18][CH2:19][O:20]3)=[CH:15][C:14]=2[Cl:28])=[CH:10][CH:9]=1)=[O:7])(C)(C)C.C(O)(C(F)(F)F)=O. Product: [Cl:28][C:14]1[CH:15]=[C:16]2[C:21](=[CH:22][C:13]=1[O:12][C:11]1[CH:29]=[CH:30][C:8]([C:6]([OH:7])=[O:5])=[CH:9][CH:10]=1)[O:20][CH2:19][CH2:18][CH:17]2[C:23]([O:25][CH2:26][CH3:27])=[O:24]. The catalyst class is: 2. (5) Reactant: [C:1]([C:5]1[CH:13]=[CH:12][C:8]([C:9]([NH2:11])=[S:10])=[CH:7][CH:6]=1)([CH3:4])([CH3:3])[CH3:2].Cl[CH:15]([C:21]([CH3:23])=O)[C:16]([O:18][CH2:19][CH3:20])=[O:17].C(=O)(O)[O-].[K+].C(=O)=O. The catalyst class is: 40. Product: [CH2:19]([O:18][C:16]([C:15]1[S:10][C:9]([C:8]2[CH:7]=[CH:6][C:5]([C:1]([CH3:4])([CH3:2])[CH3:3])=[CH:13][CH:12]=2)=[N:11][C:21]=1[CH3:23])=[O:17])[CH3:20]. (6) Reactant: [CH2:1]([N:8]1[CH2:15][CH:14]2[CH2:16][CH:10]([CH2:11][N:12](CC3C=CC=CC=3)[CH2:13]2)[CH2:9]1)[C:2]1[CH:7]=[CH:6][CH:5]=[CH:4][CH:3]=1. Product: [CH2:1]([N:8]1[CH2:9][CH:10]2[CH2:16][CH:14]([CH2:13][NH:12][CH2:11]2)[CH2:15]1)[C:2]1[CH:7]=[CH:6][CH:5]=[CH:4][CH:3]=1. The catalyst class is: 50.